Task: Predict the product of the given reaction.. Dataset: Forward reaction prediction with 1.9M reactions from USPTO patents (1976-2016) Given the reactants [C:1]([C:4]1[S:18][C:7]2[O:8][C:9]3[CH:17]=[CH:16][CH:15]=[CH:14][C:10]=3[NH:11][C:12](=[O:13])[C:6]=2[CH:5]=1)(=O)[CH3:2].C([SiH](CC)CC)C, predict the reaction product. The product is: [CH2:1]([C:4]1[S:18][C:7]2[O:8][C:9]3[CH:17]=[CH:16][CH:15]=[CH:14][C:10]=3[NH:11][C:12](=[O:13])[C:6]=2[CH:5]=1)[CH3:2].